From a dataset of Forward reaction prediction with 1.9M reactions from USPTO patents (1976-2016). Predict the product of the given reaction. (1) The product is: [CH2:1]([S:2][C:3]1[C:4]([C:8]2[CH:9]=[N:10][CH:11]=[CH:12][CH:13]=2)=[N:5][NH:6][CH:7]=1)[CH2:14][CH3:15]. Given the reactants [CH3:1][S:2][C:3]1[C:4]([C:8]2[CH:9]=[N:10][CH:11]=[CH:12][CH:13]=2)=[N:5][NH:6][CH:7]=1.[CH2:14](SSCCC)[CH2:15]C.BrC1C(C2C=NC=CC=2)=NNC=1, predict the reaction product. (2) Given the reactants [CH2:1]([O:5][C:6]1[CH:11]=[CH:10][C:9]([CH2:12][NH:13][C:14]2[CH:19]=[CH:18][C:17]([CH2:20][CH2:21][CH2:22][CH2:23][CH2:24][CH2:25][CH2:26][CH3:27])=[CH:16][CH:15]=2)=[CH:8][CH:7]=1)[CH2:2][CH2:3][CH3:4].[CH:28]([C:31]1[CH:36]=[CH:35][CH:34]=[C:33]([CH:37]([CH3:39])[CH3:38])[C:32]=1[N:40]=[C:41]=[O:42])([CH3:30])[CH3:29], predict the reaction product. The product is: [CH2:1]([O:5][C:6]1[CH:11]=[CH:10][C:9]([CH2:12][N:13]([C:14]2[CH:19]=[CH:18][C:17]([CH2:20][CH2:21][CH2:22][CH2:23][CH2:24][CH2:25][CH2:26][CH3:27])=[CH:16][CH:15]=2)[C:41]([NH:40][C:32]2[C:31]([CH:28]([CH3:29])[CH3:30])=[CH:36][CH:35]=[CH:34][C:33]=2[CH:37]([CH3:39])[CH3:38])=[O:42])=[CH:8][CH:7]=1)[CH2:2][CH2:3][CH3:4].